From a dataset of Full USPTO retrosynthesis dataset with 1.9M reactions from patents (1976-2016). Predict the reactants needed to synthesize the given product. (1) Given the product [Br:11][C:12]1[CH:17]=[CH:16][C:15]([NH2:18])=[C:14]([C:4]#[C:3][CH2:2][CH2:1][N:5]2[CH2:9][CH2:8][CH2:7][C@H:6]2[CH3:10])[CH:13]=1, predict the reactants needed to synthesize it. The reactants are: [CH2:1]([N:5]1[CH2:9][CH2:8][CH2:7][C@H:6]1[CH3:10])[CH2:2][C:3]#[CH:4].[Br:11][C:12]1[CH:17]=[CH:16][C:15]([NH2:18])=[C:14](I)[CH:13]=1.C(NC(C)C)(C)C. (2) Given the product [C:14]([N:10]1[CH:11]=[C:12]([CH3:13])[C:7]([C:5]([O:4][CH2:2][CH3:3])=[O:6])=[C:8]([CH3:22])[C:9]1=[O:25])(=[O:23])[C:16]1[CH:21]=[CH:20][CH:19]=[CH:18][CH:17]=1, predict the reactants needed to synthesize it. The reactants are: [Br-].[CH2:2]([O:4][C:5]([C:7]1[C:12]([CH3:13])=[CH:11][N+:10]([CH:14]([C:16]2[CH:21]=[CH:20][CH:19]=[CH:18][CH:17]=2)C)=[CH:9][C:8]=1[CH3:22])=[O:6])[CH3:3].[OH-:23].[Na+].[OH2:25].